From a dataset of Peptide-MHC class I binding affinity with 185,985 pairs from IEDB/IMGT. Regression. Given a peptide amino acid sequence and an MHC pseudo amino acid sequence, predict their binding affinity value. This is MHC class I binding data. (1) The peptide sequence is DIINSVSII. The MHC is HLA-A68:02 with pseudo-sequence HLA-A68:02. The binding affinity (normalized) is 0.463. (2) The peptide sequence is CAEHGEHHI. The MHC is Patr-B0101 with pseudo-sequence Patr-B0101. The binding affinity (normalized) is 0.693. (3) The MHC is HLA-A68:02 with pseudo-sequence HLA-A68:02. The binding affinity (normalized) is 0.0487. The peptide sequence is NVQFVDINR. (4) The peptide sequence is NPANKEESI. The MHC is HLA-A03:01 with pseudo-sequence HLA-A03:01. The binding affinity (normalized) is 0.0847. (5) The peptide sequence is PSEDEQQGH. The MHC is HLA-A30:01 with pseudo-sequence HLA-A30:01. The binding affinity (normalized) is 0.0847. (6) The peptide sequence is GAFMYTKHSM. The MHC is Mamu-B17 with pseudo-sequence Mamu-B17. The binding affinity (normalized) is 0. (7) The peptide sequence is ATFEVFLAK. The MHC is HLA-B27:05 with pseudo-sequence HLA-B27:05. The binding affinity (normalized) is 0.0847. (8) The peptide sequence is FLFYPSMFTL. The MHC is HLA-A02:01 with pseudo-sequence HLA-A02:01. The binding affinity (normalized) is 1.00. (9) The peptide sequence is DAHKKNLYDH. The MHC is HLA-A68:01 with pseudo-sequence HLA-A68:01. The binding affinity (normalized) is 0. (10) The peptide sequence is FVAEGDALV. The MHC is HLA-A30:01 with pseudo-sequence HLA-A30:01. The binding affinity (normalized) is 0.0847.